Dataset: Full USPTO retrosynthesis dataset with 1.9M reactions from patents (1976-2016). Task: Predict the reactants needed to synthesize the given product. (1) Given the product [CH2:30]([N:32]([CH2:33][CH3:34])[CH2:2][C:3]([NH:5][CH2:6][C:7]([O:9][CH2:10][N:11]1[C:16](=[O:17])[CH2:15][CH2:14][CH:13]([N:18]2[C:26](=[O:27])[C:25]3[C:20](=[CH:21][CH:22]=[CH:23][CH:24]=3)[C:19]2=[O:28])[C:12]1=[O:29])=[O:8])=[O:4])[CH3:31], predict the reactants needed to synthesize it. The reactants are: Br[CH2:2][C:3]([NH:5][CH2:6][C:7]([O:9][CH2:10][N:11]1[C:16](=[O:17])[CH2:15][CH2:14][CH:13]([N:18]2[C:26](=[O:27])[C:25]3[C:20](=[CH:21][CH:22]=[CH:23][CH:24]=3)[C:19]2=[O:28])[C:12]1=[O:29])=[O:8])=[O:4].[CH2:30]([NH:32][CH2:33][CH3:34])[CH3:31]. (2) Given the product [CH3:1][CH:2]([NH:4][C:10]([C:6]1[S:5][CH:9]=[CH:8][CH:7]=1)=[O:11])[CH3:3], predict the reactants needed to synthesize it. The reactants are: [CH3:1][CH:2]([NH2:4])[CH3:3].[S:5]1[CH:9]=[CH:8][CH:7]=[C:6]1[C:10](Cl)=[O:11].C(N(C(C)C)C(C)C)C. (3) Given the product [I:14][C:11]1[C:5]2[C:6](=[CH:7][N:8]=[C:3]([O:2][CH3:1])[CH:4]=2)[NH:9][N:10]=1, predict the reactants needed to synthesize it. The reactants are: [CH3:1][O:2][C:3]1[CH:4]=[C:5]2[CH:11]=[N:10][NH:9][C:6]2=[CH:7][N:8]=1.[OH-].[K+].[I:14]I. (4) Given the product [CH2:1]([N:8]1[CH2:12][CH:11]([NH:13][CH2:14][C:15]2[CH:20]=[CH:19][C:18]([F:21])=[CH:17][C:16]=2[F:22])[CH2:10][CH:9]1[C:30]([N:58]1[CH2:59][CH2:60][N:55]([C:61]2[CH:68]=[CH:67][CH:66]=[CH:65][C:62]=2[C:63]#[N:64])[CH2:56][CH2:57]1)=[O:31])[C:2]1[CH:7]=[CH:6][CH:5]=[CH:4][CH:3]=1, predict the reactants needed to synthesize it. The reactants are: [CH2:1]([N:8]1[CH2:12][CH:11]([N:13](C(OC(C)(C)C)=O)[CH2:14][C:15]2[CH:20]=[CH:19][C:18]([F:21])=[CH:17][C:16]=2[F:22])[CH2:10][CH:9]1[C:30](O)=[O:31])[C:2]1[CH:7]=[CH:6][CH:5]=[CH:4][CH:3]=1.Cl.C(N=C=NCCCN(C)C)C.ON1C2C=CC=CC=2N=N1.[N:55]1([C:61]2[CH:68]=[CH:67][CH:66]=[CH:65][C:62]=2[C:63]#[N:64])[CH2:60][CH2:59][NH:58][CH2:57][CH2:56]1.FC(F)(F)C(O)=O. (5) Given the product [CH3:1][N:2]1[CH2:11][C:10]2[C:5](=[N:6][C:7]([NH:33][CH3:32])=[N:8][CH:9]=2)[N:4]([C:16]2[CH:17]=[C:18]([NH:22][C:23](=[O:29])[O:24][C:25]([CH3:28])([CH3:27])[CH3:26])[CH:19]=[CH:20][CH:21]=2)[C:3]1=[O:30], predict the reactants needed to synthesize it. The reactants are: [CH3:1][N:2]1[CH2:11][C:10]2[C:5](=[N:6][C:7](S(C)(=O)=O)=[N:8][CH:9]=2)[N:4]([C:16]2[CH:17]=[C:18]([NH:22][C:23](=[O:29])[O:24][C:25]([CH3:28])([CH3:27])[CH3:26])[CH:19]=[CH:20][CH:21]=2)[C:3]1=[O:30].Cl.[CH3:32][NH2:33].CN.CC(O[Na])=O.C(Cl)Cl. (6) The reactants are: FC(F)(F)S(O[C:7]1[C:16]2[C:11](=[CH:12][CH:13]=[CH:14][CH:15]=2)[C:10]([CH:17]=[O:18])=[CH:9][CH:8]=1)(=O)=O.[C:21]([O:25][CH3:26])(=[O:24])[CH:22]=[CH2:23].C(N(CC)CC)C.[Cl-].[NH4+]. Given the product [CH:17]([C:10]1[C:11]2[C:16](=[CH:15][CH:14]=[CH:13][CH:12]=2)[CH:7]=[C:8](/[CH:23]=[CH:22]/[C:21]([O:25][CH3:26])=[O:24])[CH:9]=1)=[O:18], predict the reactants needed to synthesize it. (7) Given the product [CH2:4]([N:6]1[CH2:15][CH2:14][C:13]2[C:8](=[C:9]([O:18][CH3:19])[CH:10]=[C:11]([O:16][CH3:17])[CH:12]=2)[CH2:7]1)[CH3:5], predict the reactants needed to synthesize it. The reactants are: [BH4-].[Na+].[I-].[CH2:4]([N+:6]1[CH2:15][CH2:14][C:13]2[C:8](=[C:9]([O:18][CH3:19])[CH:10]=[C:11]([O:16][CH3:17])[CH:12]=2)[CH:7]=1)[CH3:5].